Dataset: Forward reaction prediction with 1.9M reactions from USPTO patents (1976-2016). Task: Predict the product of the given reaction. (1) Given the reactants Br[CH2:2][C:3]#[N:4].C(=O)([O-])[O-].[K+].[K+].[NH2:11][C:12]1[CH:13]=[C:14]([C:24](=[O:26])[CH3:25])[CH:15]=[C:16]([C:20]([CH3:23])([CH3:22])[CH3:21])[C:17]=1[O:18][CH3:19].C(OCC)(=O)C, predict the reaction product. The product is: [C:24]([C:14]1[CH:15]=[C:16]([C:20]([CH3:21])([CH3:22])[CH3:23])[C:17]([O:18][CH3:19])=[C:12]([CH:13]=1)[NH:11][CH2:2][C:3]#[N:4])(=[O:26])[CH3:25]. (2) Given the reactants N(C(OC(C)(C)C)=O)=NC(O[C:6](C)([CH3:8])[CH3:7])=O.[N+:17]([C:20]1[CH:21]=[N:22][NH:23][CH:24]=1)([O-:19])=[O:18].CC(O)C.C1(P(C2C=CC=CC=2)C2C=CC=CC=2)C=CC=CC=1, predict the reaction product. The product is: [CH:6]([N:22]1[CH:21]=[C:20]([N+:17]([O-:19])=[O:18])[CH:24]=[N:23]1)([CH3:8])[CH3:7].